This data is from Full USPTO retrosynthesis dataset with 1.9M reactions from patents (1976-2016). The task is: Predict the reactants needed to synthesize the given product. (1) The reactants are: [NH2:1][C:2]1[C:7]([CH3:8])=[CH:6][N:5]=[C:4]([NH:9][C@@H:10]2[CH2:15][CH2:14][C@H:13]([NH:16][C:17](=[O:27])[C:18]3[CH:23]=[C:22]([F:24])[C:21]([F:25])=[C:20]([F:26])[CH:19]=3)[CH2:12][CH2:11]2)[CH:3]=1.C=O.[BH3-][C:31]#N.[Na+].[ClH:34]. Given the product [ClH:34].[F:26][C:20]1[CH:19]=[C:18]([CH:23]=[C:22]([F:24])[C:21]=1[F:25])[C:17]([NH:16][C@H:13]1[CH2:12][CH2:11][C@@H:10]([NH:9][C:4]2[CH:3]=[C:2]([NH:1][CH3:31])[C:7]([CH3:8])=[CH:6][N:5]=2)[CH2:15][CH2:14]1)=[O:27], predict the reactants needed to synthesize it. (2) Given the product [CH2:9]([N:8]1[C:3]2=[N:1][N:2]([CH2:26][C:20]3[C:19]4[C:23](=[CH:24][CH:25]=[C:17]([CH3:16])[CH:18]=4)[NH:22][CH:21]=3)[C:28]([C:30]3[N:34]([CH3:35])[CH:33]=[C:32]([C:36]#[N:37])[CH:31]=3)=[C:4]2[C:5](=[O:15])[N:6]([CH3:14])[C:7]1=[O:13])[CH:10]([CH3:11])[CH3:12], predict the reactants needed to synthesize it. The reactants are: [NH:1]([C:3]1[N:8]([CH2:9][CH:10]([CH3:12])[CH3:11])[C:7](=[O:13])[N:6]([CH3:14])[C:5](=[O:15])[CH:4]=1)[NH2:2].[CH3:16][C:17]1[CH:18]=[C:19]2[C:23](=[CH:24][CH:25]=1)[NH:22][CH:21]=[C:20]2[CH:26]=O.[CH:28]([C:30]1[N:34]([CH3:35])[CH:33]=[C:32]([C:36]#[N:37])[CH:31]=1)=O.